Dataset: Full USPTO retrosynthesis dataset with 1.9M reactions from patents (1976-2016). Task: Predict the reactants needed to synthesize the given product. (1) Given the product [CH3:41][O:42][C:43](=[O:53])[C:44]1[CH:52]=[CH:51][C:47]([C:48]([N:15]2[CH2:14][C@H:13]([NH:12][C:11](=[O:39])[C@@H:9]([N:7]([C:6]([O:5][C:1]([CH3:2])([CH3:3])[CH3:4])=[O:40])[CH3:8])[CH3:10])[C:19](=[O:20])[N:18]([CH2:21][C:22]3[C:31]4[C:26](=[CH:27][C:28]([Br:32])=[CH:29][CH:30]=4)[CH:25]=[CH:24][C:23]=3[O:33][CH3:34])[C:17]3[CH:35]=[CH:36][CH:37]=[CH:38][C:16]2=3)=[O:49])=[CH:46][CH:45]=1, predict the reactants needed to synthesize it. The reactants are: [C:1]([O:5][C:6](=[O:40])[N:7]([C@H:9]([C:11](=[O:39])[NH:12][C@@H:13]1[C:19](=[O:20])[N:18]([CH2:21][C:22]2[C:31]3[C:26](=[CH:27][C:28]([Br:32])=[CH:29][CH:30]=3)[CH:25]=[CH:24][C:23]=2[O:33][CH3:34])[C:17]2[CH:35]=[CH:36][CH:37]=[CH:38][C:16]=2[NH:15][CH2:14]1)[CH3:10])[CH3:8])([CH3:4])([CH3:3])[CH3:2].[CH3:41][O:42][C:43](=[O:53])[C:44]1[CH:52]=[CH:51][C:47]([C:48](O)=[O:49])=[CH:46][CH:45]=1.O=P(Cl)(Cl)Cl. (2) Given the product [C:36]([O:35][C:33](=[O:34])[NH:32][CH2:29][C:30]#[C:31][C:2]1[CH:7]=[CH:6][CH:5]=[C:4]([C:8]2[C:9]3[CH:20]=[C:19]([C:21]4[CH:26]=[CH:25][CH:24]=[CH:23][CH:22]=4)[C:18]([O:27][CH3:28])=[CH:17][C:10]=3[N:11]([CH3:16])[C:12](=[O:15])[CH2:13][N:14]=2)[CH:3]=1)([CH3:39])([CH3:38])[CH3:37], predict the reactants needed to synthesize it. The reactants are: Br[C:2]1[CH:3]=[C:4]([C:8]2[C:9]3[CH:20]=[C:19]([C:21]4[CH:26]=[CH:25][CH:24]=[CH:23][CH:22]=4)[C:18]([O:27][CH3:28])=[CH:17][C:10]=3[N:11]([CH3:16])[C:12](=[O:15])[CH2:13][N:14]=2)[CH:5]=[CH:6][CH:7]=1.[CH2:29]([NH:32][C:33]([O:35][C:36]([CH3:39])([CH3:38])[CH3:37])=[O:34])[C:30]#[CH:31]. (3) The reactants are: [CH3:1][C:2]([N:11]1[CH:15]=[C:14]([NH:16][C:17](=[O:23])[CH:18]([NH2:22])[CH2:19][CH2:20][CH3:21])[N:13]=[CH:12]1)([CH3:10])[CH2:3][N:4]1[CH2:9][CH2:8][O:7][CH2:6][CH2:5]1.[OH:24][C@@H:25]([CH:29]([CH3:31])[CH3:30])[C:26](O)=[O:27]. Given the product [CH3:1][C:2]([N:11]1[CH:15]=[C:14]([NH:16][C:17](=[O:23])[CH:18]([NH:22][C:26](=[O:27])[CH:25]([OH:24])[CH:29]([CH3:31])[CH3:30])[CH2:19][CH2:20][CH3:21])[N:13]=[CH:12]1)([CH3:10])[CH2:3][N:4]1[CH2:5][CH2:6][O:7][CH2:8][CH2:9]1, predict the reactants needed to synthesize it. (4) Given the product [CH:1]1([C:4]2[O:5][C:6]3[C:7](=[C:9]([C:27]#[N:28])[C:10]([CH3:26])=[C:11]([C:20]4[CH:25]=[CH:24][CH:23]=[CH:22][CH:21]=4)[C:12]=3[C@H:13]3[CH2:17][CH2:16][C@@H:15]([OH:19])[CH2:14]3)[N:8]=2)[CH2:2][CH2:3]1, predict the reactants needed to synthesize it. The reactants are: [CH:1]1([C:4]2[O:5][C:6]3[C:7](=[C:9]([C:27]#[N:28])[C:10]([CH3:26])=[C:11]([C:20]4[CH:25]=[CH:24][CH:23]=[CH:22][CH:21]=4)[C:12]=3[C@H:13]3[CH2:17][C@H:16](I)[C@@H:15]([OH:19])[CH2:14]3)[N:8]=2)[CH2:3][CH2:2]1.N(C(C)(C)C#N)=NC(C)(C)C#N.C([SnH](CCCC)CCCC)CCC. (5) Given the product [C:17]([OH:30])(=[O:29])[CH:18]=[CH2:19].[NH2:66][C:68]([O:72][CH2:73][CH3:74])=[O:71], predict the reactants needed to synthesize it. The reactants are: C(C1C(O)=C(C(C)(C)C)C=C(C)C=1)(C)(C)C.[C:17]([O-:30])(=[O:29])[CH2:18][CH2:19]CCCCCCCCC.[C:17]([O-:30])(=[O:29])[CH2:18][CH2:19]CCCCCCCCC.C([Sn+2]CCCC)CCC.C1C2[NH:66]C3C(=CC=CC=3)SC=2C=CC=1.[C:68]([O:72][CH2:73][CH:74](O)C)(=[O:71])C=C.C(OCCO)(=O)C=C.